This data is from Reaction yield outcomes from USPTO patents with 853,638 reactions. The task is: Predict the reaction yield, written as a fraction of the theoretical maximum amount of product (1.0 means a 100% yield; for example, 0.34 means a 34% yield). (1) The reactants are [OH-].[Li+].[F:3][CH:4]([F:29])[C:5]1[N:6]([C:17]2[C:26]3[C:21](=[CH:22][CH:23]=[CH:24][CH:25]=3)[C:20]([CH2:27][CH3:28])=[CH:19][CH:18]=2)[C:7]([S:10][CH2:11][C:12]([O:14]CC)=[O:13])=[N:8][N:9]=1. The catalyst is C1COCC1.O. The product is [F:29][CH:4]([F:3])[C:5]1[N:6]([C:17]2[C:26]3[C:21](=[CH:22][CH:23]=[CH:24][CH:25]=3)[C:20]([CH2:27][CH3:28])=[CH:19][CH:18]=2)[C:7]([S:10][CH2:11][C:12]([OH:14])=[O:13])=[N:8][N:9]=1. The yield is 0.990. (2) The reactants are [Cl:1][S:2]([OH:5])(=O)=[O:3].[Br:6][C:7]1[CH:11]=[CH:10][S:9][CH:8]=1. The catalyst is C(Cl)Cl. The product is [Br:6][C:7]1[CH:11]=[CH:10][S:9][C:8]=1[S:2]([Cl:1])(=[O:5])=[O:3]. The yield is 0.300. (3) The yield is 0.886. The product is [O:14]=[C:9]1[CH:10]=[CH:11][CH2:12][N:8]1[C:6]([O:5][C:1]([CH3:4])([CH3:3])[CH3:2])=[O:7]. The catalyst is C1COCC1. The reactants are [C:1]([O:5][C:6]([N:8]1[CH2:12][CH:11](O)[CH2:10][C:9]1=[O:14])=[O:7])([CH3:4])([CH3:3])[CH3:2].C(N(CC)CC)C.CS(Cl)(=O)=O.C(OCC)(=O)C.